Dataset: HIV replication inhibition screening data with 41,000+ compounds from the AIDS Antiviral Screen. Task: Binary Classification. Given a drug SMILES string, predict its activity (active/inactive) in a high-throughput screening assay against a specified biological target. (1) The result is 0 (inactive). The compound is NNC(=O)C(=O)NN=C(C(Cl)(Cl)CO)C(Cl)(Cl)CO. (2) The molecule is Cc1ccc(NCCNCCO)c2c(=O)c3ccccc3sc12. The result is 0 (inactive). (3) The molecule is O=C1OC(=O)C2C1C(c1ccc([N+](=O)[O-])cc1)N1C3C(=O)OC(=O)C3C(c3ccc([N+](=O)[O-])cc3)N21. The result is 0 (inactive). (4) The drug is CCOC(=O)CN1CCSC1=NC#N. The result is 0 (inactive). (5) The drug is CN1C(=O)c2ccccc2N=CN1C(=O)Nc1ccccc1. The result is 0 (inactive). (6) The compound is N=c1oc2ccc3ccccc3c2cc1C(N)=S. The result is 0 (inactive).